This data is from Catalyst prediction with 721,799 reactions and 888 catalyst types from USPTO. The task is: Predict which catalyst facilitates the given reaction. (1) Reactant: [Cl:1][C:2]1[CH:3]=[CH:4][C:5]2[NH:11][C:10](=S)[C@@H:9]([CH2:13][C:14]([O:16][CH2:17][CH:18]=[CH2:19])=[O:15])[S:8][C@H:7]([C:20]3[C:25]([O:26][CH3:27])=[CH:24][CH:23]=[CH:22][C:21]=3[O:28][CH3:29])[C:6]=2[CH:30]=1.O.[NH2:32][NH2:33].O.C(OCC)(=O)C. Product: [Cl:1][C:2]1[CH:3]=[CH:4][C:5]2[NH:11][C:10](=[N:32][NH2:33])[C@@H:9]([CH2:13][C:14]([O:16][CH2:17][CH:18]=[CH2:19])=[O:15])[S:8][C@H:7]([C:20]3[C:25]([O:26][CH3:27])=[CH:24][CH:23]=[CH:22][C:21]=3[O:28][CH3:29])[C:6]=2[CH:30]=1. The catalyst class is: 7. (2) Reactant: [NH2:1][C:2]1[C:3]2[N:4]([C:8]([C@@H:30]3[CH2:35][CH2:34][C@@H:33]([CH2:36][OH:37])[NH:32][CH2:31]3)=[N:9][C:10]=2[C:11]2[CH:29]=[CH:28][C:14]([C:15]([NH:17][C:18]3[CH:23]=[C:22]([C:24]([F:27])([F:26])[F:25])[CH:21]=[CH:20][N:19]=3)=[O:16])=[CH:13][CH:12]=2)[CH:5]=[CH:6][N:7]=1.[CH3:38][NH:39][C:40](Cl)=[O:41].C(N(CC)CC)C. Product: [NH2:1][C:2]1[C:3]2[N:4]([C:8]([C@H:30]3[CH2:31][N:32]([C:40]([NH:39][CH3:38])=[O:41])[C@H:33]([CH2:36][OH:37])[CH2:34][CH2:35]3)=[N:9][C:10]=2[C:11]2[CH:29]=[CH:28][C:14]([C:15](=[O:16])[NH:17][C:18]3[CH:23]=[C:22]([C:24]([F:25])([F:27])[F:26])[CH:21]=[CH:20][N:19]=3)=[CH:13][CH:12]=2)[CH:5]=[CH:6][N:7]=1. The catalyst class is: 7. (3) Reactant: C([O:3][C:4]([C:6]1[CH:10]=[C:9]([C:11]2[C:19]3[C:14](=[N:15][CH:16]=[CH:17][CH:18]=3)[NH:13][N:12]=2)[NH:8][CH:7]=1)=O)C.F[P-](F)(F)(F)(F)F.FC(N(C)C)=[N+:29](C)C.C(N(CC)C(C)C)(C)C.N. Product: [NH:13]1[C:14]2=[N:15][CH:16]=[CH:17][CH:18]=[C:19]2[C:11]([C:9]2[NH:8][CH:7]=[C:6]([C:4]([NH2:29])=[O:3])[CH:10]=2)=[N:12]1. The catalyst class is: 10. (4) Reactant: O1CCCC1.[CH3:6][O:7][C:8]1[CH:13]=[CH:12][C:11]([CH:14]2[CH2:16][CH:15]2[C:17]([O:19]CC)=[O:18])=[CH:10][CH:9]=1.[OH-].[Na+].CCO. Product: [CH3:6][O:7][C:8]1[CH:9]=[CH:10][C:11]([CH:14]2[CH2:16][CH:15]2[C:17]([OH:19])=[O:18])=[CH:12][CH:13]=1. The catalyst class is: 6. (5) Reactant: [Na+].[CH2:2]([O:9][C:10]1[CH:11]=[C:12]([CH2:16][CH2:17][CH2:18][CH2:19][CH2:20][CH2:21][CH2:22][S:23]([O-:26])(=O)=[O:24])[CH:13]=[CH:14][CH:15]=1)[C:3]1[CH:8]=[CH:7][CH:6]=[CH:5][CH:4]=1.S(Cl)([Cl:29])=O.CN(C=O)C. Product: [CH2:2]([O:9][C:10]1[CH:11]=[C:12]([CH2:16][CH2:17][CH2:18][CH2:19][CH2:20][CH2:21][CH2:22][S:23]([Cl:29])(=[O:26])=[O:24])[CH:13]=[CH:14][CH:15]=1)[C:3]1[CH:8]=[CH:7][CH:6]=[CH:5][CH:4]=1. The catalyst class is: 48. (6) Reactant: [Br:1][C:2]1[CH:3]=[C:4](/[CH:8]=[CH:9]/[C:10]([OH:12])=O)[CH:5]=[CH:6][CH:7]=1.CN(C(ON1N=NC2C=CC=NC1=2)=[N+](C)C)C.F[P-](F)(F)(F)(F)F.CCN(C(C)C)C(C)C.Cl.[CH:47]1([N:51]2[CH2:56][CH2:55][NH:54][CH2:53][CH2:52]2)[CH2:50][CH2:49][CH2:48]1. Product: [Br:1][C:2]1[CH:3]=[C:4](/[CH:8]=[CH:9]/[C:10]([N:54]2[CH2:55][CH2:56][N:51]([CH:47]3[CH2:50][CH2:49][CH2:48]3)[CH2:52][CH2:53]2)=[O:12])[CH:5]=[CH:6][CH:7]=1. The catalyst class is: 3.